This data is from Forward reaction prediction with 1.9M reactions from USPTO patents (1976-2016). The task is: Predict the product of the given reaction. (1) The product is: [CH3:4][C:5]1[CH:10]=[CH:9][N:8]=[CH:7][C:6]=1[N:11]1[CH2:12][CH2:13][C:14]2([CH2:19][CH2:18][CH2:17][N:16]([C:26]3[CH:31]=[CH:30][C:29]([C:32]([F:35])([F:34])[F:33])=[CH:28][N:27]=3)[CH2:15]2)[C:20]1=[O:22]. Given the reactants Cl.Cl.Cl.[CH3:4][C:5]1[CH:10]=[CH:9][N:8]=[CH:7][C:6]=1[NH:11][CH2:12][CH2:13][C:14]1([C:20]([O:22]CC)=O)[CH2:19][CH2:18][CH2:17][NH:16][CH2:15]1.Cl[C:26]1[CH:31]=[CH:30][C:29]([C:32]([F:35])([F:34])[F:33])=[CH:28][N:27]=1.C(N(CC)C(C)C)(C)C.CN1CCCC1=O.[H-].[Na+], predict the reaction product. (2) Given the reactants C([Li])CCC.[Br-].[C:20]1([PH+]([C:20]2[CH:25]=[CH:24][CH:23]=[CH:22][CH:21]=2)[C:20]2[CH:25]=[CH:24][CH:23]=[CH:22][CH:21]=2)[CH:25]=[CH:24][CH:23]=[CH:22][CH:21]=1.[CH3:26][S:27]([N:30]1CCCC[CH:31]1C=O)(=[O:29])=[O:28].[Cl-].[Na+], predict the reaction product. The product is: [CH3:26][S:27]([N:30]1[CH2:31][CH2:21][CH2:22][CH2:23][CH:24]1[CH:25]=[CH2:20])(=[O:29])=[O:28]. (3) The product is: [OH:1][C:2]1[CH:8]=[C:7]2[C:5](=[CH:4][CH:3]=1)[N:6]=[CH:10][CH:9]=[C:11]2[CH3:13]. Given the reactants [OH:1][C:2]1[CH:8]=[CH:7][C:5]([NH2:6])=[CH:4][CH:3]=1.[CH:9]([C:11]([CH3:13])=O)=[CH2:10], predict the reaction product. (4) Given the reactants [C:1]([Si:5]([CH3:17])([CH3:16])[O:6][CH:7]([C:9]([CH3:15])([CH:13]=[CH2:14])[C:10]([OH:12])=[O:11])[CH3:8])([CH3:4])([CH3:3])[CH3:2].Br[C:19]1[CH:28]=[C:27]2[C:22]([CH:23]=[CH:24][C:25]([C@H:29]([O:31][C:32](=[O:34])[CH3:33])[CH3:30])=[N:26]2)=[CH:21][CH:20]=1.C1(C)C=CC=CC=1P(C1C=CC=CC=1C)C1C=CC=CC=1C.C1(CNCC2CCCCC2)CCCCC1, predict the reaction product. The product is: [C:32]([O:31][C@@H:29]([C:25]1[CH:24]=[CH:23][C:22]2[C:27](=[CH:28][C:19](/[CH:14]=[CH:13]/[C:9]([CH:7]([O:6][Si:5]([C:1]([CH3:4])([CH3:3])[CH3:2])([CH3:17])[CH3:16])[CH3:8])([CH3:15])[C:10]([OH:12])=[O:11])=[CH:20][CH:21]=2)[N:26]=1)[CH3:30])(=[O:34])[CH3:33]. (5) Given the reactants [OH:1][C:2]1[CH:3]=[CH:4][C:5]2[NH:10][C:9](=[O:11])[CH2:8][O:7][C:6]=2[CH:12]=1.Cl[C:14]1[S:18][C:17]([C:19]([O:21][CH3:22])=[O:20])=[CH:16][C:15]=1[N+:23]([O-:25])=[O:24], predict the reaction product. The product is: [N+:23]([C:15]1[CH:16]=[C:17]([C:19]([O:21][CH3:22])=[O:20])[S:18][C:14]=1[O:1][C:2]1[CH:3]=[CH:4][C:5]2[NH:10][C:9](=[O:11])[CH2:8][O:7][C:6]=2[CH:12]=1)([O-:25])=[O:24]. (6) Given the reactants [C:1]([O:5][C:6](=[O:28])[NH:7][CH2:8][C:9]1[CH:14]=[CH:13][C:12]([CH2:15][NH:16][CH2:17][CH2:18][CH2:19][CH2:20][N:21]([CH2:25][CH2:26][CH3:27])[CH2:22][CH2:23][CH3:24])=[CH:11][CH:10]=1)([CH3:4])([CH3:3])[CH3:2].O.[C:30](#[N:33])[CH:31]=[CH2:32], predict the reaction product. The product is: [C:1]([O:5][C:6](=[O:28])[NH:7][CH2:8][C:9]1[CH:10]=[CH:11][C:12]([CH2:15][N:16]([CH2:32][CH2:31][C:30]#[N:33])[CH2:17][CH2:18][CH2:19][CH2:20][N:21]([CH2:22][CH2:23][CH3:24])[CH2:25][CH2:26][CH3:27])=[CH:13][CH:14]=1)([CH3:3])([CH3:4])[CH3:2]. (7) Given the reactants C(=O)([O-])O.[Na+].[NH2:6][CH2:7][CH2:8][OH:9].[I:10][C:11]1[CH:19]=[CH:18][CH:17]=[CH:16][C:12]=1[C:13](Cl)=[O:14], predict the reaction product. The product is: [OH:9][CH2:8][CH2:7][NH:6][C:13](=[O:14])[C:12]1[CH:16]=[CH:17][CH:18]=[CH:19][C:11]=1[I:10].